Dataset: Full USPTO retrosynthesis dataset with 1.9M reactions from patents (1976-2016). Task: Predict the reactants needed to synthesize the given product. Given the product [N:1]1([C:8]([O:10][C:11]([CH3:14])([CH3:13])[CH3:12])=[O:9])[CH2:7][CH2:6][C@H:2]1[C:3]([NH:37][CH2:38][C:39]1[CH:46]=[CH:45][CH:42]=[CH:41][CH:40]=1)=[O:5], predict the reactants needed to synthesize it. The reactants are: [N:1]1([C:8]([O:10][C:11]([CH3:14])([CH3:13])[CH3:12])=[O:9])[CH2:7][CH2:6][C@H:2]1[C:3]([OH:5])=O.CN(C(ON1N=NC2C=CC=CC1=2)=[N+](C)C)C.[B-](F)(F)(F)F.[NH2:37][CH2:38][C:39]1[CH:46]=[CH:45][C:42](C#N)=[C:41](F)[CH:40]=1.C(N(C(C)C)CC)(C)C.